From a dataset of Catalyst prediction with 721,799 reactions and 888 catalyst types from USPTO. Predict which catalyst facilitates the given reaction. Reactant: [F:1][C:2]1[CH:7]=[C:6]([O:8][CH2:9][CH2:10][C@@H:11]2[CH2:13][C@@H:12]2[CH:14]2[CH2:19][CH2:18][N:17]([C:20]3[N:25]=[CH:24][C:23]([CH2:26][O:27][CH3:28])=[CH:22][N:21]=3)[CH2:16][CH2:15]2)[CH:5]=[C:4]([F:29])[C:3]=1[CH2:30][C:31](O)=[O:32].Cl.[NH:35]1[CH2:38][CH:37]([OH:39])[CH2:36]1.C(N(CC)C(C)C)(C)C.CN(C(ON1N=NC2C=CC=NC1=2)=[N+](C)C)C.F[P-](F)(F)(F)(F)F. Product: [F:1][C:2]1[CH:7]=[C:6]([O:8][CH2:9][CH2:10][C@@H:11]2[CH2:13][C@@H:12]2[CH:14]2[CH2:15][CH2:16][N:17]([C:20]3[N:21]=[CH:22][C:23]([CH2:26][O:27][CH3:28])=[CH:24][N:25]=3)[CH2:18][CH2:19]2)[CH:5]=[C:4]([F:29])[C:3]=1[CH2:30][C:31]([N:35]1[CH2:38][CH:37]([OH:39])[CH2:36]1)=[O:32]. The catalyst class is: 3.